This data is from Peptide-MHC class I binding affinity with 185,985 pairs from IEDB/IMGT. The task is: Regression. Given a peptide amino acid sequence and an MHC pseudo amino acid sequence, predict their binding affinity value. This is MHC class I binding data. (1) The peptide sequence is YSRVNHAKY. The MHC is HLA-A33:01 with pseudo-sequence HLA-A33:01. The binding affinity (normalized) is 0. (2) The peptide sequence is RLEARIAQL. The MHC is HLA-A02:01 with pseudo-sequence HLA-A02:01. The binding affinity (normalized) is 0.439. (3) The MHC is H-2-Kb with pseudo-sequence H-2-Kb. The peptide sequence is VRYLVMAI. The binding affinity (normalized) is 0.413.